Task: Regression. Given a peptide amino acid sequence and an MHC pseudo amino acid sequence, predict their binding affinity value. This is MHC class I binding data.. Dataset: Peptide-MHC class I binding affinity with 185,985 pairs from IEDB/IMGT (1) The peptide sequence is KQWGWFALL. The MHC is HLA-A68:02 with pseudo-sequence HLA-A68:02. The binding affinity (normalized) is 0.0847. (2) The peptide sequence is VLRACWNEK. The MHC is HLA-A01:01 with pseudo-sequence HLA-A01:01. The binding affinity (normalized) is 0.0847. (3) The peptide sequence is GSLLSPRPI. The MHC is Patr-B0101 with pseudo-sequence Patr-B0101. The binding affinity (normalized) is 0.681. (4) The peptide sequence is MTLFKSILF. The MHC is HLA-A32:01 with pseudo-sequence YFAMYQENVAHTDESIAYIMYQDYTWAVLAYTWY. The binding affinity (normalized) is 0.776. (5) The binding affinity (normalized) is 0. The peptide sequence is DTSEKYSKGY. The MHC is HLA-A33:01 with pseudo-sequence HLA-A33:01.